This data is from Catalyst prediction with 721,799 reactions and 888 catalyst types from USPTO. The task is: Predict which catalyst facilitates the given reaction. (1) Reactant: [CH:1]([C:3]1[CH:18]=[CH:17][C:6]([C:7]([O:9][CH2:10][C:11]2[CH:16]=[CH:15][CH:14]=[CH:13][CH:12]=2)=[O:8])=[CH:5][CH:4]=1)=O.Cl.[NH2:20][CH2:21][C:22]1[CH:31]=[CH:30][C:25]([C:26]([O:28][CH3:29])=[O:27])=[CH:24][CH:23]=1.C(O[BH-](OC(=O)C)OC(=O)C)(=O)C.[Na+]. Product: [NH:20]([CH2:21][C:22]1[CH:23]=[CH:24][C:25]([C:26]([O:28][CH3:29])=[O:27])=[CH:30][CH:31]=1)[CH2:1][C:3]1[CH:18]=[CH:17][C:6]([C:7]([O:9][CH2:10][C:11]2[CH:16]=[CH:15][CH:14]=[CH:13][CH:12]=2)=[O:8])=[CH:5][CH:4]=1. The catalyst class is: 133. (2) Reactant: [Cl:1][C:2]1[CH:7]=[CH:6][C:5]([C:8]2[CH:13]=[CH:12][N:11]3[C:14](=[O:17])[NH:15][N:16]=[C:10]3[C:9]=2[C:18]2[CH:23]=[CH:22][N:21]=[CH:20][CH:19]=2)=[CH:4][CH:3]=1.Cl[CH2:25][C:26]1[C:27]([CH3:36])=[N:28][C:29]([C:32]([F:35])([F:34])[F:33])=[CH:30][CH:31]=1.C([O-])([O-])=O.[K+].[K+]. Product: [Cl:1][C:2]1[CH:7]=[CH:6][C:5]([C:8]2[CH:13]=[CH:12][N:11]3[C:14](=[O:17])[N:15]([CH2:25][C:26]4[C:27]([CH3:36])=[N:28][C:29]([C:32]([F:35])([F:33])[F:34])=[CH:30][CH:31]=4)[N:16]=[C:10]3[C:9]=2[C:18]2[CH:19]=[CH:20][N:21]=[CH:22][CH:23]=2)=[CH:4][CH:3]=1. The catalyst class is: 3. (3) Reactant: Br[C:2]1[C:3](=[O:19])[C:4]([O:17][CH3:18])=[C:5]2[C:13](=[O:14])[N:12]([CH2:15][CH3:16])[CH2:11][CH:7]3[CH2:8][CH2:9][C:10]=1[N:6]23.CCN(C(C)C)C(C)C.[F:29][C:30]1[CH:35]=[C:34]([F:36])[CH:33]=[CH:32][C:31]=1[CH2:37][NH2:38].CS(C)=O.[CH3:43][OH:44]. Product: [F:29][C:30]1[CH:35]=[C:34]([F:36])[CH:33]=[CH:32][C:31]=1[CH2:37][NH:38][C:43]([C:2]1[C:3](=[O:19])[C:4]([O:17][CH3:18])=[C:5]2[C:13](=[O:14])[N:12]([CH2:15][CH3:16])[CH2:11][CH:7]3[CH2:8][CH2:9][C:10]=1[N:6]23)=[O:44]. The catalyst class is: 73.